The task is: Regression. Given two drug SMILES strings and cell line genomic features, predict the synergy score measuring deviation from expected non-interaction effect.. This data is from NCI-60 drug combinations with 297,098 pairs across 59 cell lines. (1) Drug 1: C1CN(CCN1C(=O)CCBr)C(=O)CCBr. Drug 2: CN(C(=O)NC(C=O)C(C(C(CO)O)O)O)N=O. Cell line: NCI/ADR-RES. Synergy scores: CSS=11.5, Synergy_ZIP=-1.18, Synergy_Bliss=0.567, Synergy_Loewe=0.906, Synergy_HSA=-1.87. (2) Drug 1: CN1CCC(CC1)COC2=C(C=C3C(=C2)N=CN=C3NC4=C(C=C(C=C4)Br)F)OC. Drug 2: B(C(CC(C)C)NC(=O)C(CC1=CC=CC=C1)NC(=O)C2=NC=CN=C2)(O)O. Cell line: DU-145. Synergy scores: CSS=11.2, Synergy_ZIP=-5.49, Synergy_Bliss=-3.83, Synergy_Loewe=-2.97, Synergy_HSA=-2.47. (3) Drug 1: C1CC(=O)NC(=O)C1N2C(=O)C3=CC=CC=C3C2=O. Drug 2: C1C(C(OC1N2C=NC(=NC2=O)N)CO)O. Cell line: OVCAR-4. Synergy scores: CSS=12.7, Synergy_ZIP=2.76, Synergy_Bliss=0.927, Synergy_Loewe=-14.6, Synergy_HSA=-2.85. (4) Drug 1: CNC(=O)C1=CC=CC=C1SC2=CC3=C(C=C2)C(=NN3)C=CC4=CC=CC=N4. Drug 2: CNC(=O)C1=NC=CC(=C1)OC2=CC=C(C=C2)NC(=O)NC3=CC(=C(C=C3)Cl)C(F)(F)F. Cell line: HOP-92. Synergy scores: CSS=9.09, Synergy_ZIP=-8.04, Synergy_Bliss=-11.8, Synergy_Loewe=-12.7, Synergy_HSA=-13.6. (5) Drug 1: C1=CC(=C2C(=C1NCCNCCO)C(=O)C3=C(C=CC(=C3C2=O)O)O)NCCNCCO. Drug 2: CC12CCC3C(C1CCC2O)C(CC4=C3C=CC(=C4)O)CCCCCCCCCS(=O)CCCC(C(F)(F)F)(F)F. Cell line: HT29. Synergy scores: CSS=48.1, Synergy_ZIP=1.77, Synergy_Bliss=2.47, Synergy_Loewe=5.88, Synergy_HSA=4.91. (6) Drug 1: CC1C(C(=O)NC(C(=O)N2CCCC2C(=O)N(CC(=O)N(C(C(=O)O1)C(C)C)C)C)C(C)C)NC(=O)C3=C4C(=C(C=C3)C)OC5=C(C(=O)C(=C(C5=N4)C(=O)NC6C(OC(=O)C(N(C(=O)CN(C(=O)C7CCCN7C(=O)C(NC6=O)C(C)C)C)C)C(C)C)C)N)C. Drug 2: CCC(=C(C1=CC=CC=C1)C2=CC=C(C=C2)OCCN(C)C)C3=CC=CC=C3.C(C(=O)O)C(CC(=O)O)(C(=O)O)O. Cell line: NCI-H522. Synergy scores: CSS=21.8, Synergy_ZIP=26.5, Synergy_Bliss=25.8, Synergy_Loewe=25.0, Synergy_HSA=24.9.